From a dataset of Catalyst prediction with 721,799 reactions and 888 catalyst types from USPTO. Predict which catalyst facilitates the given reaction. (1) Reactant: [Cl:1][C:2]1[CH:7]=[CH:6][C:5](/[C:8](/[C:25]2[CH:30]=[CH:29][C:28]([C:31]#[C:32][CH2:33][N:34]3[CH2:39][CH2:38][N:37]([CH3:40])[CH2:36][CH2:35]3)=[CH:27][CH:26]=2)=[CH:9]/[CH2:10][O:11][C:12]2[CH:23]=[CH:22][C:15]([O:16][CH2:17][C:18]([O:20]C)=[O:19])=[C:14]([CH3:24])[CH:13]=2)=[CH:4][CH:3]=1.O.[OH-].[Li+]. Product: [Cl:1][C:2]1[CH:7]=[CH:6][C:5](/[C:8](/[C:25]2[CH:30]=[CH:29][C:28]([C:31]#[C:32][CH2:33][N:34]3[CH2:35][CH2:36][N:37]([CH3:40])[CH2:38][CH2:39]3)=[CH:27][CH:26]=2)=[CH:9]/[CH2:10][O:11][C:12]2[CH:23]=[CH:22][C:15]([O:16][CH2:17][C:18]([OH:20])=[O:19])=[C:14]([CH3:24])[CH:13]=2)=[CH:4][CH:3]=1. The catalyst class is: 40. (2) Reactant: C([N-]C(C)C)(C)C.[Li+].CCCCCCC.C1COCC1.C(C1C=CC=CC=1)C.[C:29]([O:33][C:34]([CH:36]1[CH2:38][CH2:37]1)=[O:35])([CH3:32])([CH3:31])[CH3:30].[CH2:39]([O:46][C:47]([N:49]1[CH2:54][CH2:53][C:52](=[O:55])[CH2:51][CH2:50]1)=[O:48])[C:40]1[CH:45]=[CH:44][CH:43]=[CH:42][CH:41]=1. Product: [CH2:39]([O:46][C:47]([N:49]1[CH2:54][CH2:53][C:52]([C:36]2([C:34]([O:33][C:29]([CH3:32])([CH3:31])[CH3:30])=[O:35])[CH2:38][CH2:37]2)([OH:55])[CH2:51][CH2:50]1)=[O:48])[C:40]1[CH:45]=[CH:44][CH:43]=[CH:42][CH:41]=1. The catalyst class is: 1. (3) Reactant: C[C:2]1(C)[C:14](=[CH2:15])[C:13](=[O:16])[C:12]2[C:11]3[C:6](=[CH:7][CH:8]=[CH:9][CH:10]=3)[N:5]([CH2:17][C:18]3[CH:27]=[CH:26][C:21]([C:22]([O:24][CH3:25])=[O:23])=[CH:20][CH:19]=3)[C:4]=2[CH2:3]1.[CH3:29][S:30]([N:33]1[CH2:38][CH2:37][NH:36][CH2:35][CH2:34]1)(=[O:32])=[O:31]. Product: [CH3:29][S:30]([N:33]1[CH2:38][CH2:37][N:36]([CH2:15][CH:14]2[C:13](=[O:16])[C:12]3[C:11]4[C:6](=[CH:7][CH:8]=[CH:9][CH:10]=4)[N:5]([CH2:17][C:18]4[CH:19]=[CH:20][C:21]([C:22]([O:24][CH3:25])=[O:23])=[CH:26][CH:27]=4)[C:4]=3[CH2:3][CH2:2]2)[CH2:35][CH2:34]1)(=[O:32])=[O:31]. The catalyst class is: 11.